From a dataset of Forward reaction prediction with 1.9M reactions from USPTO patents (1976-2016). Predict the product of the given reaction. (1) Given the reactants [NH:1]([C:3]1[CH:4]=[N:5][CH:6]=[CH:7][CH:8]=1)[NH2:2].[CH3:9][O:10][C:11]1[N:16]=[N:15][C:14]([C:17](=O)[CH2:18][C:19](=O)[C:20]([O:22][CH3:23])=[O:21])=[CH:13][CH:12]=1.C(O)(=O)C.[OH-].[Na+], predict the reaction product. The product is: [CH3:9][O:10][C:11]1[N:16]=[N:15][C:14]([C:17]2[N:1]([C:3]3[CH:4]=[N:5][CH:6]=[CH:7][CH:8]=3)[N:2]=[C:19]([C:20]([O:22][CH3:23])=[O:21])[CH:18]=2)=[CH:13][CH:12]=1. (2) Given the reactants [F:1][C:2]1[CH:3]=[C:4]([C:9]([NH:13][C:14](=[O:20])[O:15][C:16]([CH3:19])([CH3:18])[CH3:17])([CH3:12])[CH:10]=[O:11])[CH:5]=[C:6]([F:8])[CH:7]=1.[CH3:21][C:22]([C:25]([OH:27])=[O:26])([CH3:24])[NH2:23].C(O[BH-](OC(=O)C)OC(=O)C)(=O)C.[Na+], predict the reaction product. The product is: [NH4+:13].[OH-:11].[C:16]([O:15][C:14]([NH:13][C:9]([C:4]1[CH:3]=[C:2]([F:1])[CH:7]=[C:6]([F:8])[CH:5]=1)([CH3:12])[CH2:10][NH:23][C:22]([CH3:24])([C:25]([OH:27])=[O:26])[CH3:21])=[O:20])([CH3:19])([CH3:18])[CH3:17]. (3) The product is: [CH2:1]([C@H:8]([N:24]([CH2:39][C:40]1[CH:45]=[CH:44][C:43]([C:49]2[CH:48]=[N:47][CH:52]=[CH:51][CH:50]=2)=[CH:42][CH:41]=1)[C:25](=[O:38])[CH:26]=[CH:27][C:28]1[CH:33]=[CH:32][C:31]([C:34]([F:37])([F:36])[F:35])=[CH:30][CH:29]=1)[C:9]([N:11]1[CH2:16][CH2:15][N:14]([CH2:17][C:18]2[CH:23]=[CH:22][CH:21]=[CH:20][CH:19]=2)[CH2:13][CH2:12]1)=[O:10])[C:2]1[CH:7]=[CH:6][CH:5]=[CH:4][CH:3]=1. Given the reactants [CH2:1]([C@H:8]([N:24]([CH2:39][C:40]1[CH:45]=[CH:44][C:43](Br)=[CH:42][CH:41]=1)[C:25](=[O:38])[CH:26]=[CH:27][C:28]1[CH:33]=[CH:32][C:31]([C:34]([F:37])([F:36])[F:35])=[CH:30][CH:29]=1)[C:9]([N:11]1[CH2:16][CH2:15][N:14]([CH2:17][C:18]2[CH:23]=[CH:22][CH:21]=[CH:20][CH:19]=2)[CH2:13][CH2:12]1)=[O:10])[C:2]1[CH:7]=[CH:6][CH:5]=[CH:4][CH:3]=1.[N:47]1[CH:52]=[CH:51][CH:50]=[C:49](B(O)O)[CH:48]=1.C(=O)([O-])[O-].[K+].[K+].C(O)(C)C, predict the reaction product. (4) Given the reactants [NH2:1][C:2]1[CH:3]=[C:4]2[C:8](=[CH:9][CH:10]=1)[CH:7]([C:11]([OH:13])=[O:12])[CH2:6][CH2:5]2.[N-:14]=[N+:15]=[N-:16].[Na+].[CH:18](OCC)(OCC)OCC, predict the reaction product. The product is: [N:1]1([C:2]2[CH:3]=[C:4]3[C:8](=[CH:9][CH:10]=2)[CH:7]([C:11]([OH:13])=[O:12])[CH2:6][CH2:5]3)[CH:18]=[N:16][N:15]=[N:14]1. (5) Given the reactants [CH2:1]([O:8][C:9]1[C@@H:13]([C@@H:14]2[CH2:18][O:17][C:16]([CH3:20])([CH3:19])[O:15]2)[O:12][C:11](=[O:21])[C:10]=1[OH:22])[C:2]1[CH:7]=[CH:6][CH:5]=[CH:4][CH:3]=1.C(N(CC)CC)C.[S:30](Cl)([C:33]1[CH:39]=[CH:38][C:36]([CH3:37])=[CH:35][CH:34]=1)(=[O:32])=[O:31].O, predict the reaction product. The product is: [C:36]1([CH3:37])[CH:38]=[CH:39][C:33]([S:30]([O:22][C:10]2[C:11](=[O:21])[O:12][C@H:13]([C@@H:14]3[CH2:18][O:17][C:16]([CH3:20])([CH3:19])[O:15]3)[C:9]=2[O:8][CH2:1][C:2]2[CH:7]=[CH:6][CH:5]=[CH:4][CH:3]=2)(=[O:32])=[O:31])=[CH:34][CH:35]=1. (6) Given the reactants [NH2:1][CH2:2][C:3]1[CH:4]=[CH:5][C:6]([C:17]([F:20])([F:19])[F:18])=[C:7]([NH:9]C(=O)OC(C)(C)C)[CH:8]=1.[F:21][C:22]([F:30])([F:29])[C:23]1([C:26](O)=[O:27])[CH2:25][CH2:24]1.CN(C(ON1N=NC2C=CC=CC1=2)=[N+](C)C)C.F[P-](F)(F)(F)(F)F.C(O)(C(F)(F)F)=O, predict the reaction product. The product is: [NH2:9][C:7]1[CH:8]=[C:3]([CH:4]=[CH:5][C:6]=1[C:17]([F:18])([F:19])[F:20])[CH2:2][NH:1][C:26]([C:23]1([C:22]([F:30])([F:29])[F:21])[CH2:25][CH2:24]1)=[O:27].